From a dataset of Drug-target binding data from BindingDB using IC50 measurements. Regression. Given a target protein amino acid sequence and a drug SMILES string, predict the binding affinity score between them. We predict pIC50 (pIC50 = -log10(IC50 in M); higher means more potent). Dataset: bindingdb_ic50. (1) The small molecule is CCOC(OCC)c1ccc(/C=C/C(=O)C2CCc3ccccc3C2=O)cc1. The target is SSSEEGLTCRGIPNSISI. The pIC50 is 4.3. (2) The drug is CC1=NN(C(=O)c2ccccc2C)C(c2ccccc2O)C1. The target protein (P19821) has sequence MRGMLPLFEPKGRVLLVDGHHLAYRTFHALKGLTTSRGEPVQAVYGFAKSLLKALKEDGDAVIVVFDAKAPSFRHEAYGGYKAGRAPTPEDFPRQLALIKELVDLLGLARLEVPGYEADDVLASLAKKAEKEGYEVRILTADKDLYQLLSDRIHVLHPEGYLITPAWLWEKYGLRPDQWADYRALTGDESDNLPGVKGIGEKTARKLLEEWGSLEALLKNLDRLKPAIREKILAHMDDLKLSWDLAKVRTDLPLEVDFAKRREPDRERLRAFLERLEFGSLLHEFGLLESPKALEEAPWPPPEGAFVGFVLSRKEPMWADLLALAAARGGRVHRAPEPYKALRDLKEARGLLAKDLSVLALREGLGLPPGDDPMLLAYLLDPSNTTPEGVARRYGGEWTEEAGERAALSERLFANLWGRLEGEERLLWLYREVERPLSAVLAHMEATGVRLDVAYLRALSLEVAEEIARLEAEVFRLAGHPFNLNSRDQLERVLFDELGL.... The pIC50 is 4.3. (3) The drug is Cn1cc(N[S+](=O)([O-])c2c(Cl)cc(Br)cc2Cl)cn1. The target protein sequence is MTDKAFTEHQFWSTQPVRQPGAPDADKVGFIMESSLDAVPAEPYSLPSTFEWWSPDVANPEDLRGVHELLRDNYVEDSESMFRFNYSEEFLRWALMPPGYHQSWHVGVRLKSNKSVLGFVAGVPITMRLGTPKMVLEKREHGEDGGEEVINDYLEPQTICEINFLCVHKKLRQRRLGPILIKEVTRRVNLMNIWHAVYTSGTLLPTPFAKGHYFHRSLNSQKLVDVKFSGIPPHYKRFQNPVAVMERLYRLPDKTKTRGLRLMEPADVPQVTQLLLKRLASFDVAPVFNEEEVAHYFLPREGVVFSYVVESPVGPGKDEENAGKASKGTPTGTKCVTGGCEKVITDFFSFYSLPSTIIGNSNHSLLKVAYVYYTAATSVSITQLVNDLLIIVKLNGFDVCNVVDIYDNGTYLKELKFSPGDGNLYYYFYNWSYPSIPANEVGLVMV. The pIC50 is 4.0. (4) The compound is O=C(Cc1ccccc1)Nc1cc(B(O)O)cc(C(=O)O)c1. The target protein (P39045) has sequence MKQSSPEPLRPRRTGGRGGARRAAALVTIPLLPMTLLGASPALADASGARLTELREDIDAILEDPALEGAVSGVVVVDTATGEELYSRDGGEQLLPASNMKLFTAAAALEVLGADHSFGTEVAAESAPGRRGEVQDLYLVGRGDPTLSAEDLDAMAAEVAASGVRTVRGDLYADDTWFDSERLVDDWWPEDEPYAYSAQISALTVAHGERFDTGVTEVSVTPAAEGEPADVDLGAAEGYAELDNRAVTGAAGSANTLVIDRPVGTNTIAVTGSLPADAAPVTALRTVDEPAALAGHLFEEALESNGVTVKGDVGLGGVPADWQDAEVLADHTSAELSEILVPFMKFSNNGHAEMLVKSIGQETAGAGTWDAGLVGVEEALSGLGVDTAGLVLNDGSGLSRGNLVTADTVVDLLGQAGSAPWAQTWSASLPVAGESDPFVGGTLANRMRGTAAEGVVEAKTGTMSGVSALSGYVPGPEGELAFSIVNNGHSGPAPLAVQDA.... The pIC50 is 4.1. (5) The small molecule is Cc1c(P(=S)(c2ccccc2)c2ccccc2)n2ccccc2[n+]1CCCc1ccccc1. The target protein (Q6W5P4) has sequence MPANFTEGSFDSSGTGQTLDSSPVACTETVTFTEVVEGKEWGSFYYSFKTEQLITLWVLFVFTIVGNSVVLFSTWRRKKKSRMTFFVTQLAITDSFTGLVNILTDINWRFTGDFTAPDLVCRVVRYLQVVLLYASTYVLVSLSIDRYHAIVYPMKFLQGEKQARVLIVIAWSLSFLFSIPTLIIFGKRTLSNGEVQCWALWPDDSYWTPYMTIVAFLVYFIPLTIISIMYGIVIRTIWIKSKTYETVISNCSDGKLCSSYNRGLISKAKIKAIKYSIIIILAFICCWSPYFLFDILDNFNLLPDTQERFYASVIIQNLPALNSAINPLIYCVFSSSISFPCREQRSQDSRMTFRERTERHEMQILSKPEFI. The pIC50 is 7.0.